This data is from Reaction yield outcomes from USPTO patents with 853,638 reactions. The task is: Predict the reaction yield, written as a fraction of the theoretical maximum amount of product (1.0 means a 100% yield; for example, 0.34 means a 34% yield). (1) The catalyst is CN(C)C=O. The reactants are [NH:1]1[C:9]2[C:4](=[CH:5][C:6]([OH:10])=[CH:7][CH:8]=2)[CH:3]=[N:2]1.N1C=CN=C1.[C:16]([Si:20](Cl)([CH3:22])[CH3:21])([CH3:19])([CH3:18])[CH3:17]. The product is [Si:20]([O:10][C:6]1[CH:5]=[C:4]2[C:9](=[CH:8][CH:7]=1)[NH:1][N:2]=[CH:3]2)([C:16]([CH3:19])([CH3:18])[CH3:17])([CH3:22])[CH3:21]. The yield is 0.970. (2) The reactants are C(Cl)(=O)C(C)(C)C.[CH3:8][C:9]([CH3:24])([O:11][C:12]([NH:14][C@@H:15]1[CH2:20][CH2:19][C@H:18]([C:21](O)=[O:22])[CH2:17][CH2:16]1)=[O:13])[CH3:10].[NH3:25]. The yield is 0.918. The catalyst is C(Cl)(Cl)Cl.C(N(CC)CC)C. The product is [C:9]([O:11][C:12](=[O:13])[NH:14][C@H:15]1[CH2:20][CH2:19][C@@H:18]([C:21](=[O:22])[NH2:25])[CH2:17][CH2:16]1)([CH3:24])([CH3:10])[CH3:8].